From a dataset of NCI-60 drug combinations with 297,098 pairs across 59 cell lines. Regression. Given two drug SMILES strings and cell line genomic features, predict the synergy score measuring deviation from expected non-interaction effect. (1) Drug 1: CN1C2=C(C=C(C=C2)N(CCCl)CCCl)N=C1CCCC(=O)O.Cl. Drug 2: COCCOC1=C(C=C2C(=C1)C(=NC=N2)NC3=CC=CC(=C3)C#C)OCCOC.Cl. Cell line: U251. Synergy scores: CSS=1.63, Synergy_ZIP=-1.04, Synergy_Bliss=-3.29, Synergy_Loewe=-2.17, Synergy_HSA=-5.17. (2) Drug 1: C1=CC=C(C(=C1)C(C2=CC=C(C=C2)Cl)C(Cl)Cl)Cl. Drug 2: N.N.Cl[Pt+2]Cl. Cell line: LOX IMVI. Synergy scores: CSS=42.2, Synergy_ZIP=3.05, Synergy_Bliss=3.12, Synergy_Loewe=-1.88, Synergy_HSA=6.27.